From a dataset of Full USPTO retrosynthesis dataset with 1.9M reactions from patents (1976-2016). Predict the reactants needed to synthesize the given product. (1) Given the product [CH2:1]([O:3][C:4](=[O:17])[C:5]([NH:14][CH:15]=[O:16])=[C:6]([Br:18])[C:7]1[CH:12]=[CH:11][CH:10]=[CH:9][C:8]=1[Br:13])[CH3:2], predict the reactants needed to synthesize it. The reactants are: [CH2:1]([O:3][C:4](=[O:17])[C:5]([NH:14][CH:15]=[O:16])=[CH:6][C:7]1[CH:12]=[CH:11][CH:10]=[CH:9][C:8]=1[Br:13])[CH3:2].[Br:18]N1C(=O)CCC1=O.C(N(CC)CC)C. (2) Given the product [CH3:20][O:19][C:16]1([CH3:18])[CH2:17][N:14]([C:12]([C:9]2[CH:8]=[CH:7][C:6]3[C:11](=[C:2]([C:30]4[CH:29]=[CH:28][C:27]([C:25]5[CH:24]=[N:23][N:22]([CH3:21])[CH:26]=5)=[CH:32][CH:31]=4)[CH:3]=[N:4][CH:5]=3)[N:10]=2)=[O:13])[CH2:15]1, predict the reactants needed to synthesize it. The reactants are: Br[C:2]1[CH:3]=[N:4][CH:5]=[C:6]2[C:11]=1[N:10]=[C:9]([C:12]([N:14]1[CH2:17][C:16]([O:19][CH3:20])([CH3:18])[CH2:15]1)=[O:13])[CH:8]=[CH:7]2.[CH3:21][N:22]1[CH:26]=[C:25]([C:27]2[CH:32]=[CH:31][C:30](B3OC(C)(C)C(C)(C)O3)=[CH:29][CH:28]=2)[CH:24]=[N:23]1.C(Cl)Cl.C(=O)([O-])[O-].[Na+].[Na+].O. (3) Given the product [CH:1]1([S:4]([C:7]2[CH:12]=[CH:11][C:10]([CH2:13][NH2:15])=[CH:9][CH:8]=2)(=[O:5])=[O:6])[CH2:3][CH2:2]1, predict the reactants needed to synthesize it. The reactants are: [CH:1]1([S:4]([C:7]2[CH:12]=[CH:11][C:10]([CH3:13])=[CH:9][CH:8]=2)(=[O:6])=[O:5])[CH2:3][CH2:2]1.Br[N:15]1C(=O)CCC1=O.C(OOC(=O)C1C=CC=CC=1)(=O)C1C=CC=CC=1. (4) Given the product [CH2:1]([O:8][C:9]1[CH:10]=[CH:11][C:12]([NH:68][C:65]2[CH:66]=[CH:67][N:63]([CH2:62][CH3:16])[N:64]=2)=[N:13][CH:14]=1)[C:2]1[CH:7]=[CH:6][CH:5]=[CH:4][CH:3]=1, predict the reactants needed to synthesize it. The reactants are: [CH2:1]([O:8][C:9]1[CH:10]=[CH:11][C:12](Br)=[N:13][CH:14]=1)[C:2]1[CH:7]=[CH:6][CH:5]=[CH:4][CH:3]=1.[CH:16]1C=CC(P(C2C(C3C(P(C4C=CC=CC=4)C4C=CC=CC=4)=CC=C4C=3C=CC=C4)=C3C(C=CC=C3)=CC=2)C2C=CC=CC=2)=CC=1.[CH3:62][N:63]1[CH:67]=[CH:66][C:65]([NH2:68])=[N:64]1.C1(C)C=CC=CC=1. (5) The reactants are: Br[C:2]1[CH:3]=[C:4]([S:8][CH3:9])[CH:5]=[CH:6][CH:7]=1.[CH2:10]([N:17]1[CH2:22][CH2:21][C:20](=[O:23])[CH:19]([CH3:24])[CH2:18]1)[C:11]1[CH:16]=[CH:15][CH:14]=[CH:13][CH:12]=1. Given the product [CH2:10]([N:17]1[CH2:22][CH2:21][C:20]([C:2]2[CH:7]=[CH:6][CH:5]=[C:4]([S:8][CH3:9])[CH:3]=2)([OH:23])[CH:19]([CH3:24])[CH2:18]1)[C:11]1[CH:12]=[CH:13][CH:14]=[CH:15][CH:16]=1, predict the reactants needed to synthesize it. (6) Given the product [O:12]1[CH2:13][CH2:14][CH2:15][CH2:16][CH:11]1[O:10][CH2:9][CH2:8][C:3]1[CH:4]=[CH:5][CH:6]=[CH:7][C:2]=1[B:17]([OH:22])[OH:18], predict the reactants needed to synthesize it. The reactants are: Br[C:2]1[CH:7]=[CH:6][CH:5]=[CH:4][C:3]=1[CH2:8][CH2:9][O:10][CH:11]1[CH2:16][CH2:15][CH2:14][CH2:13][O:12]1.[B:17](OC(C)C)([O:22]C(C)C)[O:18]C(C)C.C([Li])CCC. (7) Given the product [C:1]([O:5][C:6](=[O:7])[NH:8][CH2:9][C:10]1[CH:11]=[CH:12][C:13]([C:14](=[O:16])[NH:26][CH2:25][CH2:24][N:19]2[CH2:23][CH2:22][CH2:21][CH2:20]2)=[CH:17][CH:18]=1)([CH3:2])([CH3:3])[CH3:4], predict the reactants needed to synthesize it. The reactants are: [C:1]([O:5][C:6]([NH:8][CH2:9][C:10]1[CH:18]=[CH:17][C:13]([C:14]([OH:16])=O)=[CH:12][CH:11]=1)=[O:7])([CH3:4])([CH3:3])[CH3:2].[N:19]1([CH2:24][CH2:25][NH2:26])[CH2:23][CH2:22][CH2:21][CH2:20]1.C(Cl)CCl.C1C=CC2N(O)N=NC=2C=1.C(N(CC)CC)C.